Dataset: Full USPTO retrosynthesis dataset with 1.9M reactions from patents (1976-2016). Task: Predict the reactants needed to synthesize the given product. (1) Given the product [C:30]([OH:2])(=[O:31])[CH3:32].[CH2:19]([NH:18][C:16]1[NH:15][C:13]([NH:12][CH2:11][C:10]2[CH:9]=[CH:8][C:7]([CH3:6])=[CH:28][CH:27]=2)=[N:14][C:30]([CH3:32])([CH3:29])[N:17]=1)[CH2:20][CH2:21][CH2:22][CH2:23][CH2:24][CH2:25][CH3:26], predict the reactants needed to synthesize it. The reactants are: C[OH:2].Cl.Cl.Cl.[CH3:6][C:7]1[CH:28]=[CH:27][C:10]([CH2:11][NH:12][C:13]([NH:15][C:16]([NH:18][CH2:19][CH2:20][CH2:21][CH2:22][CH2:23][CH2:24][CH2:25][CH3:26])=[NH:17])=[NH:14])=[CH:9][CH:8]=1.[CH3:29][C:30]([CH3:32])=[O:31]. (2) Given the product [CH2:1]([N:3]([CH2:20][CH3:21])[CH2:4][CH2:5][N:6]1[CH2:12][CH2:11][CH2:10][C:9]2[NH:13][C:14]([CH:17]=[C:26]3[C:25]4[C:29](=[CH:30][C:31]([NH:32][C:33](=[O:37])[CH2:34][O:35][CH3:36])=[C:23]([F:22])[CH:24]=4)[NH:28][C:27]3=[O:38])=[C:15]([CH3:16])[C:8]=2[C:7]1=[O:19])[CH3:2], predict the reactants needed to synthesize it. The reactants are: [CH2:1]([N:3]([CH2:20][CH3:21])[CH2:4][CH2:5][N:6]1[CH2:12][CH2:11][CH2:10][C:9]2[NH:13][C:14]([CH:17]=O)=[C:15]([CH3:16])[C:8]=2[C:7]1=[O:19])[CH3:2].[F:22][C:23]1[CH:24]=[C:25]2[C:29](=[CH:30][C:31]=1[NH:32][C:33](=[O:37])[CH2:34][O:35][CH3:36])[NH:28][C:27](=[O:38])[CH2:26]2.